This data is from Full USPTO retrosynthesis dataset with 1.9M reactions from patents (1976-2016). The task is: Predict the reactants needed to synthesize the given product. (1) Given the product [Br:19][C:11]1[C:2](=[O:1])[NH:3][C:4]2[CH2:5][N:6]([C:12]([O:14][C:15]([CH3:18])([CH3:17])[CH3:16])=[O:13])[CH2:7][CH2:8][C:9]=2[CH:10]=1, predict the reactants needed to synthesize it. The reactants are: [O:1]=[C:2]1[CH:11]=[CH:10][C:9]2[CH2:8][CH2:7][N:6]([C:12]([O:14][C:15]([CH3:18])([CH3:17])[CH3:16])=[O:13])[CH2:5][C:4]=2[NH:3]1.[Br:19]N1C(=O)CCC1=O. (2) Given the product [O:4]1[C:8]2[CH:9]=[CH:10][CH:11]=[CH:12][C:7]=2[CH:6]=[C:5]1[CH:13]([OH:14])[CH2:16][NH:22][CH3:20], predict the reactants needed to synthesize it. The reactants are: [OH-].[K+].O.[O:4]1[C:8]2[CH:9]=[CH:10][CH:11]=[CH:12][C:7]=2[CH:6]=[C:5]1[CH:13]=[O:14].[I-].[CH3:16][S+](C)C.[C:20](#[N:22])C. (3) Given the product [CH3:3][CH:2]([CH3:4])[CH2:1][NH:5][C:7]1[C:16]2[C:11](=[CH:12][CH:13]=[CH:14][N:15]=2)[N:10]=[CH:9][C:8]=1[N+:17]([O-:19])=[O:18], predict the reactants needed to synthesize it. The reactants are: [CH2:1]([NH2:5])[CH:2]([CH3:4])[CH3:3].Cl[C:7]1[C:16]2[C:11](=[CH:12][CH:13]=[CH:14][N:15]=2)[N:10]=[CH:9][C:8]=1[N+:17]([O-:19])=[O:18].O. (4) Given the product [C:16]1([CH2:15][CH2:14][CH2:13][CH2:12][CH2:11][O:10][C:8](=[O:9])[N:7]([CH3:22])[C@H:3]2[C:4](=[O:6])[O:5][C@H:2]2[CH3:23])[CH:21]=[CH:20][CH:19]=[CH:18][CH:17]=1, predict the reactants needed to synthesize it. The reactants are: O[C@@H:2]([CH3:23])[C@@H:3]([N:7]([CH3:22])[C:8]([O:10][CH2:11][CH2:12][CH2:13][CH2:14][CH2:15][C:16]1[CH:21]=[CH:20][CH:19]=[CH:18][CH:17]=1)=[O:9])[C:4]([OH:6])=[O:5].CCN(CC)CC.CN(C(ON1N=NC2C=CC=CC1=2)=[N+](C)C)C.[B-](F)(F)(F)F. (5) Given the product [NH2:24][C:21]1[CH:20]=[CH:19][C:18]([O:17][C:14]2[CH:13]=[CH:12][C:11]([C:10]3[N:5]([CH2:4][C:3]4[CH:28]=[CH:29][C:30]([CH3:32])=[CH:31][C:2]=4[CH3:1])[C:6](=[O:27])[CH:7]=[CH:8][CH:9]=3)=[CH:16][CH:15]=2)=[CH:23][CH:22]=1, predict the reactants needed to synthesize it. The reactants are: [CH3:1][C:2]1[CH:31]=[C:30]([CH3:32])[CH:29]=[CH:28][C:3]=1[CH2:4][N:5]1[C:10]([C:11]2[CH:16]=[CH:15][C:14]([O:17][C:18]3[CH:23]=[CH:22][C:21]([N+:24]([O-])=O)=[CH:20][CH:19]=3)=[CH:13][CH:12]=2)=[CH:9][CH:8]=[CH:7][C:6]1=[O:27].C([O-])=O.[NH4+].C1(C)C=CC=CC=1.O. (6) The reactants are: Br[CH2:2][CH2:3][C:4]1[CH:9]=[CH:8][C:7]([N+:10]([O-:12])=[O:11])=[CH:6][CH:5]=1.[NH:13]1[CH2:18][CH2:17][O:16][CH2:15][CH2:14]1.C([O-])([O-])=O.[K+].[K+].O. Given the product [N+:10]([C:7]1[CH:8]=[CH:9][C:4]([CH2:3][CH2:2][N:13]2[CH2:18][CH2:17][O:16][CH2:15][CH2:14]2)=[CH:5][CH:6]=1)([O-:12])=[O:11], predict the reactants needed to synthesize it. (7) Given the product [C:15]([O:14][C:12]([NH:11][C:4]([C:3]([O:2][CH3:1])=[O:19])=[CH:37][C:36]1[CH:35]=[N+:34]([O-:39])[CH:33]=[CH:32][C:31]=1[N+:28]([O-:30])=[O:29])=[O:13])([CH3:16])([CH3:17])[CH3:18], predict the reactants needed to synthesize it. The reactants are: [CH3:1][O:2][C:3](=[O:19])[CH:4]([NH:11][C:12]([O:14][C:15]([CH3:18])([CH3:17])[CH3:16])=[O:13])P(OC)(OC)=O.CN(C)C(=N)N(C)C.[N+:28]([C:31]1[C:36]([CH:37]=O)=[CH:35][N+:34]([O-:39])=[CH:33][CH:32]=1)([O-:30])=[O:29].O.